From a dataset of Reaction yield outcomes from USPTO patents with 853,638 reactions. Predict the reaction yield, written as a fraction of the theoretical maximum amount of product (1.0 means a 100% yield; for example, 0.34 means a 34% yield). (1) The reactants are [C:1]([O:5][C:6](=[O:22])[NH:7][C:8]1[CH:9]=[C:10]([C:14]2[CH:19]=[CH:18][C:17]([CH2:20][NH2:21])=[CH:16][CH:15]=2)[CH:11]=[CH:12][CH:13]=1)([CH3:4])([CH3:3])[CH3:2].CCN(CC)CC.[CH3:30][S:31](Cl)(=[O:33])=[O:32]. The catalyst is ClCCl. The product is [C:1]([O:5][C:6](=[O:22])[NH:7][C:8]1[CH:9]=[C:10]([C:14]2[CH:15]=[CH:16][C:17]([CH2:20][NH:21][S:31]([CH3:30])(=[O:33])=[O:32])=[CH:18][CH:19]=2)[CH:11]=[CH:12][CH:13]=1)([CH3:4])([CH3:2])[CH3:3]. The yield is 0.730. (2) The reactants are [C:1]([NH:9][C:10]1[CH:15]=[CH:14][CH:13]=[CH:12][C:11]=1[C:16](=[C:30]1[CH2:35][CH2:34][NH:33][CH2:32][CH2:31]1)[C:17]1[CH:29]=[CH:28][C:20]([C:21]([N:23]([CH2:26][CH3:27])[CH2:24][CH3:25])=[O:22])=[CH:19][CH:18]=1)(=[O:8])[C:2]1[CH:7]=[CH:6][CH:5]=[CH:4][CH:3]=1.[CH3:36][C:37](OC(N1CCC(=C(C2C=CC=CC=2N)C2C=CC(C(N(CC)CC)=O)=CC=2)CC1)=O)(C)C.C1C=CC(CCC(Cl)=O)=CC=1.C(O)(C(F)(F)F)=O. No catalyst specified. The product is [CH2:26]([N:23]([CH2:24][CH3:25])[C:21]([C:20]1[CH:19]=[CH:18][C:17]([C:16](=[C:30]2[CH2:31][CH2:32][NH:33][CH2:34][CH2:35]2)[C:11]2[CH:12]=[CH:13][CH:14]=[CH:15][C:10]=2[NH:9][C:1](=[O:8])[CH2:2][CH2:3][C:4]2[CH:37]=[CH:36][CH:7]=[CH:6][CH:5]=2)=[CH:29][CH:28]=1)=[O:22])[CH3:27]. The yield is 0.790. (3) The reactants are [C:1]1([C:7]2[O:11][C:10]([C@H:12]3[CH2:17][CH2:16][C@H:15]([C:18](=[O:40])[NH:19][CH2:20][CH2:21][NH:22][C:23]([C:25]4[C:26]([C:36]([F:39])([F:38])[F:37])=[N:27][N:28]([C:30]5[CH:35]=[CH:34][CH:33]=[CH:32][CH:31]=5)[CH:29]=4)=[O:24])[CH2:14][CH2:13]3)=[N:9][C:8]=2[C:41]([O:43]C)=[O:42])[CH:6]=[CH:5][CH:4]=[CH:3][CH:2]=1.C([O-])([O-])=O.[K+].[K+]. The catalyst is CO.O. The product is [C:1]1([C:7]2[O:11][C:10]([C@H:12]3[CH2:13][CH2:14][C@H:15]([C:18](=[O:40])[NH:19][CH2:20][CH2:21][NH:22][C:23]([C:25]4[C:26]([C:36]([F:39])([F:37])[F:38])=[N:27][N:28]([C:30]5[CH:31]=[CH:32][CH:33]=[CH:34][CH:35]=5)[CH:29]=4)=[O:24])[CH2:16][CH2:17]3)=[N:9][C:8]=2[C:41]([OH:43])=[O:42])[CH:2]=[CH:3][CH:4]=[CH:5][CH:6]=1. The yield is 0.0900. (4) The yield is 1.00. The reactants are Cl.[NH2:2][C:3]1[C:11]([OH:12])=[C:10]2[C:6]([CH2:7][CH2:8][CH:9]2[CH2:13][CH2:14][NH:15][C:16](=[O:18])[CH3:17])=[CH:5][CH:4]=1.[C:19](Cl)(=[O:23])[CH:20]([CH3:22])[CH3:21].O. The product is [C:16]([NH:15][CH2:14][CH2:13][CH:9]1[C:10]2[C:6](=[CH:5][CH:4]=[C:3]([NH:2][C:19](=[O:23])[CH:20]([CH3:22])[CH3:21])[C:11]=2[OH:12])[CH2:7][CH2:8]1)(=[O:18])[CH3:17]. The catalyst is N1C=CC=CC=1. (5) The reactants are [CH3:1][O:2][C:3]1[C:8]2[CH2:9][CH2:10][CH:11]([NH:14][CH2:15][CH2:16][O:17][CH3:18])[CH2:12][CH2:13][C:7]=2[CH:6]=[CH:5][C:4]=1[NH2:19].Cl[C:21]1[N:26]=[C:25]([NH:27][C@@H:28]2[C@@H:33]3[CH2:34][C@@H:30]([CH:31]=[CH:32]3)[C@@H:29]2[C:35]([NH2:37])=[O:36])[C:24]([Cl:38])=[CH:23][N:22]=1.Cl.O1CCOCC1.C(=O)(O)[O-].[Na+]. The catalyst is COCCO. The product is [Cl:38][C:24]1[C:25]([NH:27][C@@H:28]2[C@@H:33]3[CH2:34][C@@H:30]([CH:31]=[CH:32]3)[C@@H:29]2[C:35]([NH2:37])=[O:36])=[N:26][C:21]([NH:19][C:4]2[CH:5]=[CH:6][C:7]3[CH2:13][CH2:12][CH:11]([NH:14][CH2:15][CH2:16][O:17][CH3:18])[CH2:10][CH2:9][C:8]=3[C:3]=2[O:2][CH3:1])=[N:22][CH:23]=1. The yield is 0.270. (6) The reactants are [Br:1][C:2]1[CH:3]=[N:4][C:5]([C:8]([O:10]C)=O)=[N:6][CH:7]=1.O.[NH2:13][NH2:14]. The catalyst is CCO. The product is [Br:1][C:2]1[CH:7]=[N:6][C:5]([C:8]([NH:13][NH2:14])=[O:10])=[N:4][CH:3]=1. The yield is 0.720. (7) The reactants are [Cl:1][C:2]1[CH:3]=[C:4](/[CH:9]=[CH:10]/[C:11]([N:13]2[CH2:19][CH2:18][C:17](=[O:20])[NH:16][CH2:15][CH2:14]2)=[O:12])[CH:5]=[CH:6][C:7]=1[Cl:8].Br[CH2:22][C:23]([O:25][CH2:26][CH3:27])=[O:24]. No catalyst specified. The product is [CH2:26]([O:25][C:23](=[O:24])[CH2:22][N:16]1[C:17](=[O:20])[CH2:18][CH2:19][N:13]([C:11](=[O:12])/[CH:10]=[CH:9]/[C:4]2[CH:5]=[CH:6][C:7]([Cl:8])=[C:2]([Cl:1])[CH:3]=2)[CH2:14][CH2:15]1)[CH3:27]. The yield is 0.510. (8) The reactants are C(OC([N:8]([CH2:42][C:43]([O:45]C(C)(C)C)=[O:44])[C:9]1[CH:14]=[CH:13][CH:12]=[C:11]([CH:15]([CH2:26][C:27]2[CH:32]=[CH:31][C:30]([C:33]3[CH:38]=[CH:37][CH:36]=[CH:35][C:34]=3[O:39][CH2:40][CH3:41])=[CH:29][CH:28]=2)[NH:16]S(C2C=CC=CN=2)(=O)=O)[N:10]=1)=O)(C)(C)C.C(OC(N(CC(OC(C)(C)C)=O)C1C=CC=C(C(CC2C=CC(C3C=CC=C(OCC)C=3)=CC=2)N[S:66]([C:69]2[CH:74]=[CH:73][CH:72]=[CH:71][N:70]=2)(=[O:68])=[O:67])N=1)=O)(C)(C)C.Cl. The catalyst is O. The product is [CH2:40]([O:39][C:34]1[CH:35]=[CH:36][CH:37]=[CH:38][C:33]=1[C:30]1[CH:31]=[CH:32][C:27]([CH2:26][C:15]([S:66]([C:69]2[CH:74]=[CH:73][CH:72]=[CH:71][N:70]=2)(=[O:68])=[O:67])([NH2:16])[C:11]2[N:10]=[C:9]([NH:8][CH2:42][C:43]([OH:45])=[O:44])[CH:14]=[CH:13][CH:12]=2)=[CH:28][CH:29]=1)[CH3:41]. The yield is 0.990.